From a dataset of Full USPTO retrosynthesis dataset with 1.9M reactions from patents (1976-2016). Predict the reactants needed to synthesize the given product. (1) Given the product [F:15][CH2:16][C@@H:17]([C:19]1[CH:24]=[CH:23][C:22]([S:25]([NH:14][C:11]2[CH:10]=[CH:9][C:8]([CH:6]3[CH2:5][N:4]([CH2:1][CH2:2][CH3:3])[CH2:7]3)=[CH:13][CH:12]=2)(=[O:27])=[O:26])=[CH:21][CH:20]=1)[CH3:18], predict the reactants needed to synthesize it. The reactants are: [CH2:1]([N:4]1[CH2:7][CH:6]([C:8]2[CH:13]=[CH:12][C:11]([NH2:14])=[CH:10][CH:9]=2)[CH2:5]1)[CH2:2][CH3:3].[F:15][CH2:16][C@@H:17]([C:19]1[CH:24]=[CH:23][C:22]([S:25](Cl)(=[O:27])=[O:26])=[CH:21][CH:20]=1)[CH3:18]. (2) Given the product [CH2:30]([N:27]1[C:28]2[CH:29]=[C:21]3[N:20]([CH2:36][O:37][CH2:38][CH2:39][Si:40]([CH3:42])([CH3:41])[CH3:43])[C:19]([C:6]4[C:5]5[C:9](=[CH:10][C:2]([CH:54]=[CH:53][C:49]6[CH:50]=[CH:51][CH:52]=[C:47]([N+:44]([O-:46])=[O:45])[CH:48]=6)=[CH:3][CH:4]=5)[N:8]([CH2:11][O:12][CH2:13][CH2:14][Si:15]([CH3:17])([CH3:16])[CH3:18])[N:7]=4)=[N:35][C:22]3=[CH:23][C:24]=2[C:25]([CH3:34])([CH3:33])[C:26]1=[O:32])[CH3:31], predict the reactants needed to synthesize it. The reactants are: Br[C:2]1[CH:10]=[C:9]2[C:5]([C:6]([C:19]3[N:20]([CH2:36][O:37][CH2:38][CH2:39][Si:40]([CH3:43])([CH3:42])[CH3:41])[C:21]4[C:22]([N:35]=3)=[CH:23][C:24]3[C:25]([CH3:34])([CH3:33])[C:26](=[O:32])[N:27]([CH2:30][CH3:31])[C:28]=3[CH:29]=4)=[N:7][N:8]2[CH2:11][O:12][CH2:13][CH2:14][Si:15]([CH3:18])([CH3:17])[CH3:16])=[CH:4][CH:3]=1.[N+:44]([C:47]1[CH:52]=[CH:51][CH:50]=[C:49]([CH:53]=[CH2:54])[CH:48]=1)([O-:46])=[O:45].C1(C)C=CC=CC=1P(C1C=CC=CC=1C)C1C=CC=CC=1C.C(N(CC)CC)C. (3) Given the product [CH:4]1([C@H:7]([NH:9][C:10]2[N:15]=[C:14]([NH:16][C@@H:17]([CH:19]3[CH2:21][CH2:20]3)[CH3:18])[N:13]=[C:12]([C:22]3[N:23]=[C:24]([CH:28]=[O:1])[CH:25]=[CH:26][CH:27]=3)[N:11]=2)[CH3:8])[CH2:6][CH2:5]1, predict the reactants needed to synthesize it. The reactants are: [O:1]=[O+][O-].[CH:4]1([C@H:7]([NH:9][C:10]2[N:15]=[C:14]([NH:16][C@@H:17]([CH:19]3[CH2:21][CH2:20]3)[CH3:18])[N:13]=[C:12]([C:22]3[CH:27]=[CH:26][CH:25]=[C:24]([CH:28]=C)[N:23]=3)[N:11]=2)[CH3:8])[CH2:6][CH2:5]1. (4) Given the product [CH3:1][C:2]1[N:3]=[CH:4][N:5]([C:8]2[CH:13]=[C:12]([NH2:14])[CH:11]=[C:10]([C:17]#[N:18])[CH:9]=2)[C:6]=1[CH3:7], predict the reactants needed to synthesize it. The reactants are: [CH3:1][C:2]1[N:3]=[CH:4][N:5]([C:8]2[CH:13]=[C:12]([N+:14]([O-])=O)[CH:11]=[C:10]([C:17]#[N:18])[CH:9]=2)[C:6]=1[CH3:7].C.O.NN. (5) Given the product [S:42](=[O:44])(=[O:43])([O:39][CH2:38][C@H:24]1[CH2:23][C@@H:22]([NH:21][C:16]2[C:15]([C:13]([C:10]3[S:11][CH:12]=[C:8]([CH2:7][N:4]4[CH2:5][CH2:6][C:2]([F:1])([F:40])[CH2:3]4)[CH:9]=3)=[O:14])=[CH:20][N:19]=[CH:18][N:17]=2)[CH2:26][C@@H:25]1[O:27][Si:28]([CH:35]([CH3:37])[CH3:36])([CH:32]([CH3:33])[CH3:34])[CH:29]([CH3:31])[CH3:30])[NH2:45], predict the reactants needed to synthesize it. The reactants are: [F:1][C:2]1([F:40])[CH2:6][CH2:5][N:4]([CH2:7][C:8]2[CH:9]=[C:10]([C:13]([C:15]3[C:16]([NH:21][C@H:22]4[CH2:26][C@H:25]([O:27][Si:28]([CH:35]([CH3:37])[CH3:36])([CH:32]([CH3:34])[CH3:33])[CH:29]([CH3:31])[CH3:30])[C@@H:24]([CH2:38][OH:39])[CH2:23]4)=[N:17][CH:18]=[N:19][CH:20]=3)=[O:14])[S:11][CH:12]=2)[CH2:3]1.Cl[S:42]([NH2:45])(=[O:44])=[O:43]. (6) Given the product [O:11]=[C:12]1[CH2:18][CH2:17][N:16]([C:2]2[N:3]=[CH:4][C:5]([NH2:8])=[CH:6][CH:7]=2)[CH2:15][CH2:14][N:13]1[CH2:19][C:20]1[CH:25]=[CH:24][CH:23]=[CH:22][CH:21]=1, predict the reactants needed to synthesize it. The reactants are: Cl[C:2]1[CH:7]=[CH:6][C:5]([N+:8]([O-])=O)=[CH:4][N:3]=1.[O:11]=[C:12]1[CH2:18][CH2:17][NH:16][CH2:15][CH2:14][N:13]1[CH2:19][C:20]1[CH:25]=[CH:24][CH:23]=[CH:22][CH:21]=1.